This data is from Forward reaction prediction with 1.9M reactions from USPTO patents (1976-2016). The task is: Predict the product of the given reaction. Given the reactants [C:1]([O:5][C:6](=[O:24])[NH:7][CH:8]([CH:15]1[CH2:20][CH2:19][CH:18]([CH2:21][CH2:22][OH:23])[CH2:17][CH2:16]1)[CH2:9][CH2:10][NH:11][C:12](=[O:14])[O-:13])([CH3:4])([CH3:3])[CH3:2].I([O-])(=O)(=O)=O.[Na+].Cl.[OH2:32], predict the reaction product. The product is: [CH3:4][C:1]([CH3:3])([O:5][C:6](=[O:24])[NH:7][CH:8]([C@H:15]1[CH2:20][CH2:19][C@H:18]([CH2:21][C:22]([OH:32])=[O:23])[CH2:17][CH2:16]1)[CH2:9][CH2:10][NH:11][C:12](=[O:13])[O:14][C:1]([CH3:4])([CH3:3])[CH3:2])[CH3:2].